The task is: Predict the reactants needed to synthesize the given product.. This data is from Retrosynthesis with 50K atom-mapped reactions and 10 reaction types from USPTO. (1) Given the product CCN(C(=O)CCSCC(=O)N(C)c1cn(-c2cccnc2)nc1Cl)c1cn(-c2cccnc2)nc1Cl, predict the reactants needed to synthesize it. The reactants are: CCN(C(=O)CCS)c1cn(-c2cccnc2)nc1Cl.CN(C(=O)CCl)c1cn(-c2cccnc2)nc1Cl. (2) Given the product Clc1cccc(Cl)c1-c1noc(C2CC2)c1CBr, predict the reactants needed to synthesize it. The reactants are: BrC(Br)(Br)Br.OCc1c(-c2c(Cl)cccc2Cl)noc1C1CC1. (3) Given the product CC1Cc2ccccc2C(C)N1, predict the reactants needed to synthesize it. The reactants are: CC1=NC(C)Cc2ccccc21. (4) Given the product COC(=O)Cc1ccc(OCc2cccnc2)cc1, predict the reactants needed to synthesize it. The reactants are: COC(=O)Cc1ccc(O)cc1.ClCc1cccnc1. (5) Given the product Cc1ccncc1N1CCN(c2ccsc2)C1=O, predict the reactants needed to synthesize it. The reactants are: Brc1ccsc1.Cc1ccncc1N1CCNC1=O. (6) Given the product CCS(=O)(=O)NC(=O)c1cnn2c(Nc3cccc4c3OC(C)(C)C4)c(C(=O)N3CCC(c4ccccc4)CC3)cnc12, predict the reactants needed to synthesize it. The reactants are: CC1(C)Cc2cccc(Nc3c(C(=O)N4CCC(c5ccccc5)CC4)cnc4c(C(=O)O)cnn34)c2O1.CCS(N)(=O)=O. (7) Given the product COc1cccc(-n2nc(C(=O)O)cc2-c2cccc(F)c2)c1, predict the reactants needed to synthesize it. The reactants are: CCOC(=O)c1cc(-c2cccc(F)c2)n(-c2cccc(OC)c2)n1. (8) Given the product Nc1cc(O)c(C(=O)O)cc1N, predict the reactants needed to synthesize it. The reactants are: Nc1cc(O)c(C(=O)O)cc1[N+](=O)[O-]. (9) Given the product OC(C#CCOC1CCCCO1)c1c(-c2ccc(F)cc2)nn2c(Cl)cccc12, predict the reactants needed to synthesize it. The reactants are: C#CCOC1CCCCO1.O=Cc1c(-c2ccc(F)cc2)nn2c(Cl)cccc12. (10) Given the product CC(C)(C)OC(=O)N1CCc2cc(-c3ccc(C4CC4)nc3)ncc2C1, predict the reactants needed to synthesize it. The reactants are: CC(C)(C)OC(=O)N1CCc2cc(OS(=O)(=O)C(F)(F)F)ncc2C1.CC1(C)OB(c2ccc(C3CC3)nc2)OC1(C)C.